The task is: Predict which catalyst facilitates the given reaction.. This data is from Catalyst prediction with 721,799 reactions and 888 catalyst types from USPTO. (1) Reactant: [C:1]([N:4]1[C:13]2[C:8](=[CH:9][C:10]([NH:14]C(OC(C)(C)C)=O)=[CH:11][CH:12]=2)[C:7]([CH3:22])=[CH:6][C:5]1([CH3:24])[CH3:23])(=[O:3])[CH3:2].[Al+3].[Cl-:26].[Cl-].[Cl-]. Product: [C:1]([N:4]1[C:13]2[C:8](=[CH:9][C:10]([NH2:14])=[CH:11][CH:12]=2)[CH:7]([CH3:22])[CH:6]([C:8]2[CH:13]=[CH:12][C:11]([Cl:26])=[CH:10][CH:9]=2)[C:5]1([CH3:23])[CH3:24])(=[O:3])[CH3:2]. The catalyst class is: 159. (2) Reactant: [Br:1][C:2]1[CH:3]=[C:4]2[C:9](=[CH:10][C:11]=1[O:12][CH3:13])[N:8]=[C:7]([CH3:14])[CH:6]=[C:5]2O.O=P(Cl)(Cl)[Cl:18]. Product: [Br:1][C:2]1[CH:3]=[C:4]2[C:9](=[CH:10][C:11]=1[O:12][CH3:13])[N:8]=[C:7]([CH3:14])[CH:6]=[C:5]2[Cl:18]. The catalyst class is: 27. (3) Reactant: Br[CH2:2][C:3]1[CH:12]=[CH:11][C:6]([C:7]([O:9][CH3:10])=[O:8])=[CH:5][CH:4]=1.[NH2:13][C:14]1[CH:19]=[CH:18][CH:17]=[CH:16][CH:15]=1.C(=O)([O-])[O-].[K+].[K+]. Product: [C:14]1([NH:13][CH2:2][C:3]2[CH:12]=[CH:11][C:6]([C:7]([O:9][CH3:10])=[O:8])=[CH:5][CH:4]=2)[CH:19]=[CH:18][CH:17]=[CH:16][CH:15]=1. The catalyst class is: 18.